This data is from Full USPTO retrosynthesis dataset with 1.9M reactions from patents (1976-2016). The task is: Predict the reactants needed to synthesize the given product. Given the product [O:1]1[C:5]2[CH:6]=[CH:7][C:8]([CH2:10][C:11](=[O:12])[CH3:17])=[CH:9][C:4]=2[O:3][CH2:2]1, predict the reactants needed to synthesize it. The reactants are: [O:1]1[C:5]2[CH:6]=[CH:7][C:8]([CH2:10][C:11](N(OC)C)=[O:12])=[CH:9][C:4]=2[O:3][CH2:2]1.[CH3:17][Mg]Br.